This data is from Peptide-MHC class II binding affinity with 134,281 pairs from IEDB. The task is: Regression. Given a peptide amino acid sequence and an MHC pseudo amino acid sequence, predict their binding affinity value. This is MHC class II binding data. (1) The peptide sequence is SQDLELSENLNGLQAY. The MHC is DRB1_0802 with pseudo-sequence DRB1_0802. The binding affinity (normalized) is 0.159. (2) The peptide sequence is LAGDAAGAWRTAAVE. The MHC is DRB1_0101 with pseudo-sequence DRB1_0101. The binding affinity (normalized) is 0.662. (3) The peptide sequence is CGMFTNRSGSQQW. The MHC is HLA-DPA10201-DPB11401 with pseudo-sequence HLA-DPA10201-DPB11401. The binding affinity (normalized) is 0.00183. (4) The peptide sequence is MIVDTISDFRAAIAN. The MHC is DRB5_0101 with pseudo-sequence DRB5_0101. The binding affinity (normalized) is 0.391.